This data is from NCI-60 drug combinations with 297,098 pairs across 59 cell lines. The task is: Regression. Given two drug SMILES strings and cell line genomic features, predict the synergy score measuring deviation from expected non-interaction effect. Drug 1: CS(=O)(=O)C1=CC(=C(C=C1)C(=O)NC2=CC(=C(C=C2)Cl)C3=CC=CC=N3)Cl. Drug 2: CC(CN1CC(=O)NC(=O)C1)N2CC(=O)NC(=O)C2. Cell line: A498. Synergy scores: CSS=25.0, Synergy_ZIP=-5.00, Synergy_Bliss=-0.135, Synergy_Loewe=-0.466, Synergy_HSA=1.15.